Dataset: NCI-60 drug combinations with 297,098 pairs across 59 cell lines. Task: Regression. Given two drug SMILES strings and cell line genomic features, predict the synergy score measuring deviation from expected non-interaction effect. (1) Drug 1: CS(=O)(=O)C1=CC(=C(C=C1)C(=O)NC2=CC(=C(C=C2)Cl)C3=CC=CC=N3)Cl. Drug 2: C1C(C(OC1N2C=NC3=C(N=C(N=C32)Cl)N)CO)O. Cell line: SK-MEL-28. Synergy scores: CSS=5.89, Synergy_ZIP=3.96, Synergy_Bliss=0.138, Synergy_Loewe=-10.8, Synergy_HSA=-6.77. (2) Drug 1: C1=C(C(=O)NC(=O)N1)F. Drug 2: C1CNP(=O)(OC1)N(CCCl)CCCl. Cell line: SK-MEL-2. Synergy scores: CSS=22.5, Synergy_ZIP=-6.56, Synergy_Bliss=-6.74, Synergy_Loewe=-22.8, Synergy_HSA=-7.05. (3) Cell line: TK-10. Drug 1: CC(CN1CC(=O)NC(=O)C1)N2CC(=O)NC(=O)C2. Drug 2: C1=C(C(=O)NC(=O)N1)N(CCCl)CCCl. Synergy scores: CSS=22.2, Synergy_ZIP=-5.64, Synergy_Bliss=-0.867, Synergy_Loewe=0.112, Synergy_HSA=1.39. (4) Drug 1: CC(CN1CC(=O)NC(=O)C1)N2CC(=O)NC(=O)C2. Drug 2: C1=C(C(=O)NC(=O)N1)F. Cell line: UACC-257. Synergy scores: CSS=32.1, Synergy_ZIP=9.86, Synergy_Bliss=12.2, Synergy_Loewe=11.8, Synergy_HSA=13.2. (5) Drug 1: CCN(CC)CCNC(=O)C1=C(NC(=C1C)C=C2C3=C(C=CC(=C3)F)NC2=O)C. Drug 2: CN(CCCl)CCCl.Cl. Cell line: MCF7. Synergy scores: CSS=17.4, Synergy_ZIP=-3.45, Synergy_Bliss=3.08, Synergy_Loewe=-4.28, Synergy_HSA=-2.14.